From a dataset of Forward reaction prediction with 1.9M reactions from USPTO patents (1976-2016). Predict the product of the given reaction. (1) The product is: [F:3][C:4]1[CH:5]=[CH:6][C:7]([CH3:23])=[C:8]([C:10]2[CH:15]=[CH:14][C:13]([C:16]([OH:18])=[O:17])=[CH:12][C:11]=2[CH2:20][O:21][CH3:22])[CH:9]=1. Given the reactants [OH-].[Na+].[F:3][C:4]1[CH:5]=[CH:6][C:7]([CH3:23])=[C:8]([C:10]2[CH:15]=[CH:14][C:13]([C:16]([O:18]C)=[O:17])=[CH:12][C:11]=2[CH2:20][O:21][CH3:22])[CH:9]=1, predict the reaction product. (2) Given the reactants [CH:1]([N:4]1[C:8]([C:9]2[N:18]=[C:17]3[N:11]([CH2:12][CH2:13][O:14][C:15]4[CH:22]=[CH:21][C:20]([S:23][CH:24]5[CH2:29][CH2:28][NH:27][CH2:26][CH2:25]5)=[CH:19][C:16]=43)[CH:10]=2)=[N:7][CH:6]=[N:5]1)([CH3:3])[CH3:2].Br[C:31]([CH3:36])([CH3:35])[C:32]([NH2:34])=[O:33].C([O-])([O-])=O.[Cs+].[Cs+], predict the reaction product. The product is: [CH:1]([N:4]1[C:8]([C:9]2[N:18]=[C:17]3[N:11]([CH2:12][CH2:13][O:14][C:15]4[CH:22]=[CH:21][C:20]([S:23][CH:24]5[CH2:29][CH2:28][N:27]([C:31]([CH3:36])([CH3:35])[C:32]([NH2:34])=[O:33])[CH2:26][CH2:25]5)=[CH:19][C:16]=43)[CH:10]=2)=[N:7][CH:6]=[N:5]1)([CH3:3])[CH3:2].